Dataset: NCI-60 drug combinations with 297,098 pairs across 59 cell lines. Task: Regression. Given two drug SMILES strings and cell line genomic features, predict the synergy score measuring deviation from expected non-interaction effect. (1) Drug 1: CN(C)C1=NC(=NC(=N1)N(C)C)N(C)C. Drug 2: CC1CCCC2(C(O2)CC(NC(=O)CC(C(C(=O)C(C1O)C)(C)C)O)C(=CC3=CSC(=N3)C)C)C. Cell line: IGROV1. Synergy scores: CSS=1.25, Synergy_ZIP=-0.691, Synergy_Bliss=-0.258, Synergy_Loewe=-2.32, Synergy_HSA=-1.44. (2) Drug 1: CC1=C2C(C(=O)C3(C(CC4C(C3C(C(C2(C)C)(CC1OC(=O)C(C(C5=CC=CC=C5)NC(=O)OC(C)(C)C)O)O)OC(=O)C6=CC=CC=C6)(CO4)OC(=O)C)OC)C)OC. Drug 2: CC1C(C(=O)NC(C(=O)N2CCCC2C(=O)N(CC(=O)N(C(C(=O)O1)C(C)C)C)C)C(C)C)NC(=O)C3=C4C(=C(C=C3)C)OC5=C(C(=O)C(=C(C5=N4)C(=O)NC6C(OC(=O)C(N(C(=O)CN(C(=O)C7CCCN7C(=O)C(NC6=O)C(C)C)C)C)C(C)C)C)N)C. Cell line: NCIH23. Synergy scores: CSS=25.4, Synergy_ZIP=-2.04, Synergy_Bliss=-5.78, Synergy_Loewe=-14.8, Synergy_HSA=-5.77.